The task is: Predict which catalyst facilitates the given reaction.. This data is from Catalyst prediction with 721,799 reactions and 888 catalyst types from USPTO. (1) Reactant: [C:1]1(/[CH:7]=[CH:8]/[C:9]([C:11]2[CH:16]=[CH:15][CH:14]=[CH:13][CH:12]=2)=[O:10])[CH:6]=[CH:5][CH:4]=[CH:3][CH:2]=1.CC(C)(O)[C:19]#[N:20].C([O-])([O-])=O.[Na+].[Na+]. Product: [O:10]=[C:9]([C:11]1[CH:16]=[CH:15][CH:14]=[CH:13][CH:12]=1)[CH2:8][CH:7]([C:1]1[CH:2]=[CH:3][CH:4]=[CH:5][CH:6]=1)[C:19]#[N:20]. The catalyst class is: 5. (2) Reactant: [CH2:1]([O:3][C:4]1[CH:9]=[CH:8][C:7]([S:10]([NH:13][C:14]2[CH:19]=[CH:18][C:17]([CH3:20])=[CH:16][CH:15]=2)(=[O:12])=[O:11])=[CH:6][CH:5]=1)[CH3:2].[H-].[Na+].[CH3:23][O:24][C:25](=[O:28])[CH2:26]Br. Product: [CH2:1]([O:3][C:4]1[CH:5]=[CH:6][C:7]([S:10]([N:13]([CH2:26][C:25]([O:24][CH3:23])=[O:28])[C:14]2[CH:19]=[CH:18][C:17]([CH3:20])=[CH:16][CH:15]=2)(=[O:11])=[O:12])=[CH:8][CH:9]=1)[CH3:2]. The catalyst class is: 3. (3) Reactant: [Br:1][C:2]1[CH:3]=[C:4]2[C:9](=[CH:10][CH:11]=1)[C:8]([CH3:13])([CH3:12])[C:7](=[O:14])[C:6]([C:15]([NH:17][CH2:18][C:19]([O:21]C(C)(C)C)=[O:20])=[O:16])=[C:5]2[OH:26]. Product: [Br:1][C:2]1[CH:3]=[C:4]2[C:9](=[CH:10][CH:11]=1)[C:8]([CH3:13])([CH3:12])[C:7](=[O:14])[C:6]([C:15]([NH:17][CH2:18][C:19]([OH:21])=[O:20])=[O:16])=[C:5]2[OH:26]. The catalyst class is: 67. (4) Reactant: [C:1]([C:3]1[CH:4]=[C:5]([S:10]([NH2:13])(=[O:12])=[O:11])[CH:6]=[CH:7][C:8]=1F)#[N:2].[O:14]1[CH2:19][CH2:18][CH:17]([CH2:20][NH2:21])[CH2:16][CH2:15]1.C(N(CC)C(C)C)(C)C. Product: [C:1]([C:3]1[CH:4]=[C:5]([S:10]([NH2:13])(=[O:12])=[O:11])[CH:6]=[CH:7][C:8]=1[NH:21][CH2:20][CH:17]1[CH2:18][CH2:19][O:14][CH2:15][CH2:16]1)#[N:2]. The catalyst class is: 54. (5) Reactant: O=C(C[N:8]1C(=O)C2C=CC=CC=2NC2N=CC=CC1=2)CC([O-])=O.O=[C:25]([CH2:31][N:32]1[C:38](=O)[C:37]2[CH:40]=[CH:41][CH:42]=[CH:43][C:36]=2[NH:35][C:34]2[N:44]=[CH:45][CH:46]=[CH:47][C:33]1=2)[CH2:26][C:27]([O:29][CH3:30])=[O:28].C([O-])(=O)C.[NH4+]. Product: [N:8]1[C:25]([CH2:26][C:27]([O:29][CH3:30])=[O:28])=[CH:31][N:32]2[C:38]=1[C:37]1[CH:40]=[CH:41][CH:42]=[CH:43][C:36]=1[NH:35][C:34]1[N:44]=[CH:45][CH:46]=[CH:47][C:33]2=1. The catalyst class is: 15. (6) Reactant: [CH3:1][C:2]1[CH:3]=[C:4]([CH2:29][OH:30])[C:5]([CH2:21][O:22][CH:23]2[CH2:28][CH2:27][CH2:26][CH2:25][O:24]2)=[C:6]2[C:10]=1[N:9]([S:11]([C:14]1[CH:20]=[CH:19][C:17]([CH3:18])=[CH:16][CH:15]=1)(=[O:13])=[O:12])[CH:8]=[CH:7]2.N1C=CN=C1.[CH3:36][CH:37]([Si:39](Cl)([CH:43]([CH3:45])[CH3:44])[CH:40]([CH3:42])[CH3:41])[CH3:38]. Product: [CH3:1][C:2]1[CH:3]=[C:4]([CH2:29][O:30][Si:39]([CH:43]([CH3:45])[CH3:44])([CH:40]([CH3:42])[CH3:41])[CH:37]([CH3:38])[CH3:36])[C:5]([CH2:21][O:22][CH:23]2[CH2:28][CH2:27][CH2:26][CH2:25][O:24]2)=[C:6]2[C:10]=1[N:9]([S:11]([C:14]1[CH:15]=[CH:16][C:17]([CH3:18])=[CH:19][CH:20]=1)(=[O:13])=[O:12])[CH:8]=[CH:7]2. The catalyst class is: 3.